Dataset: TCR-epitope binding with 47,182 pairs between 192 epitopes and 23,139 TCRs. Task: Binary Classification. Given a T-cell receptor sequence (or CDR3 region) and an epitope sequence, predict whether binding occurs between them. (1) The epitope is SLVKPSFYV. The TCR CDR3 sequence is CASSPNSNQPQHF. Result: 0 (the TCR does not bind to the epitope). (2) The epitope is ITEEVGHTDLMAAY. The TCR CDR3 sequence is CASSLADSYEQYF. Result: 1 (the TCR binds to the epitope). (3) The epitope is ITEEVGHTDLMAAY. The TCR CDR3 sequence is CASSLVAGGPGEQFF. Result: 1 (the TCR binds to the epitope). (4) The epitope is NEGVKAAW. The TCR CDR3 sequence is CASSKVRRGRADEQFF. Result: 1 (the TCR binds to the epitope). (5) The epitope is GVAMPNLYK. The TCR CDR3 sequence is CASSPGTEAFF. Result: 0 (the TCR does not bind to the epitope). (6) The epitope is KLSYGIATV. The TCR CDR3 sequence is CASSQEGPGTGGFEQFF. Result: 1 (the TCR binds to the epitope).